From a dataset of Forward reaction prediction with 1.9M reactions from USPTO patents (1976-2016). Predict the product of the given reaction. (1) Given the reactants Br[C:2]1[C:10]2[C:5](=[N:6][CH:7]=[C:8]([CH2:11][CH2:12][C:13]3[CH:18]=[C:17]([O:19][CH3:20])[CH:16]=[C:15]([O:21][CH3:22])[CH:14]=3)[N:9]=2)[NH:4][C:3]=1[C:23]1[CH:28]=[CH:27][C:26]([N:29]2[CH2:34][CH2:33][N:32]([CH3:35])[CH2:31][CH2:30]2)=[CH:25][CH:24]=1.[CH3:36][Zn]C, predict the reaction product. The product is: [CH3:22][O:21][C:15]1[CH:14]=[C:13]([CH2:12][CH2:11][C:8]2[N:9]=[C:10]3[C:2]([CH3:36])=[C:3]([C:23]4[CH:28]=[CH:27][C:26]([N:29]5[CH2:34][CH2:33][N:32]([CH3:35])[CH2:31][CH2:30]5)=[CH:25][CH:24]=4)[NH:4][C:5]3=[N:6][CH:7]=2)[CH:18]=[C:17]([O:19][CH3:20])[CH:16]=1. (2) Given the reactants [NH2:1][C:2]1[C:17]([F:18])=[CH:16][C:5]2[O:6][C:7]([F:15])([F:14])[C:8](=[O:13])[N:9]([CH2:10][C:11]#[CH:12])[C:4]=2[CH:3]=1.[C:19]1(=O)[C:27]2[CH2:26][CH2:25][CH2:24][CH2:23][C:22]=2[C:21](=[O:28])[O:20]1, predict the reaction product. The product is: [F:15][C:7]1([F:14])[C:8](=[O:13])[N:9]([CH2:10][C:11]#[CH:12])[C:4]2[CH:3]=[C:2]([N:1]3[C:19](=[O:20])[C:27]4[CH2:26][CH2:25][CH2:24][CH2:23][C:22]=4[C:21]3=[O:28])[C:17]([F:18])=[CH:16][C:5]=2[O:6]1. (3) Given the reactants [CH:1]1([C:4]2[CH:11]=[CH:10][C:7]([CH:8]=[O:9])=[CH:6][CH:5]=2)[CH2:3][CH2:2]1.[BH4-].[Li+].O, predict the reaction product. The product is: [CH:1]1([C:4]2[CH:5]=[CH:6][C:7]([CH2:8][OH:9])=[CH:10][CH:11]=2)[CH2:2][CH2:3]1. (4) The product is: [CH3:26][S:27]([C:30]([CH3:41])([CH3:40])[CH2:31][O:32][C:33]1[N:38]=[C:37]([NH:39][C:2]2[N:7]=[CH:6][C:5]3[N:8]=[C:9]([C@H:17]([O:19][CH:20]4[CH2:25][CH2:24][CH2:23][CH2:22][O:21]4)[CH3:18])[N:10]([C@@H:11]([CH3:16])[C:12]([F:15])([F:14])[F:13])[C:4]=3[CH:3]=2)[CH:36]=[CH:35][N:34]=1)(=[O:28])=[O:29]. Given the reactants Cl[C:2]1[N:7]=[CH:6][C:5]2[N:8]=[C:9]([C@H:17]([O:19][CH:20]3[CH2:25][CH2:24][CH2:23][CH2:22][O:21]3)[CH3:18])[N:10]([C@@H:11]([CH3:16])[C:12]([F:15])([F:14])[F:13])[C:4]=2[CH:3]=1.[CH3:26][S:27]([C:30]([CH3:41])([CH3:40])[CH2:31][O:32][C:33]1[N:38]=[C:37]([NH2:39])[CH:36]=[CH:35][N:34]=1)(=[O:29])=[O:28].C1(P(C2CCCCC2)C2C=CC=CC=2C2C(C(C)C)=CC(C(C)C)=CC=2C(C)C)CCCCC1.C(=O)([O-])[O-].[Cs+].[Cs+], predict the reaction product. (5) Given the reactants [Br:1][C:2]1[CH:3]=[CH:4][C:5]([CH:8]([C:13]2[C:18]([F:19])=[CH:17][CH:16]=[CH:15][C:14]=2[F:20])[C:9](=[O:12])[C:10]#[CH:11])=[N:6][CH:7]=1, predict the reaction product. The product is: [Br:1][C:2]1[CH:3]=[CH:4][C:5]2[N:6]([CH:11]=[CH:10][C:9](=[O:12])[C:8]=2[C:13]2[C:18]([F:19])=[CH:17][CH:16]=[CH:15][C:14]=2[F:20])[CH:7]=1. (6) Given the reactants [CH2:1]=[C:2]([C:4]1[CH:5]=[CH:6][C:7]([CH:10]=[O:11])=[N:8][CH:9]=1)[CH3:3].[H][H], predict the reaction product. The product is: [CH:2]([C:4]1[CH:5]=[CH:6][C:7]([CH2:10][OH:11])=[N:8][CH:9]=1)([CH3:3])[CH3:1].